This data is from NCI-60 drug combinations with 297,098 pairs across 59 cell lines. The task is: Regression. Given two drug SMILES strings and cell line genomic features, predict the synergy score measuring deviation from expected non-interaction effect. (1) Drug 1: C1=C(C(=O)NC(=O)N1)F. Drug 2: COCCOC1=C(C=C2C(=C1)C(=NC=N2)NC3=CC=CC(=C3)C#C)OCCOC.Cl. Cell line: NCI-H460. Synergy scores: CSS=39.7, Synergy_ZIP=-2.68, Synergy_Bliss=-9.72, Synergy_Loewe=-13.9, Synergy_HSA=-9.76. (2) Drug 1: CC1OCC2C(O1)C(C(C(O2)OC3C4COC(=O)C4C(C5=CC6=C(C=C35)OCO6)C7=CC(=C(C(=C7)OC)O)OC)O)O. Drug 2: C1=NC2=C(N=C(N=C2N1C3C(C(C(O3)CO)O)O)F)N. Cell line: EKVX. Synergy scores: CSS=8.12, Synergy_ZIP=-1.63, Synergy_Bliss=-0.703, Synergy_Loewe=-11.7, Synergy_HSA=-3.17. (3) Drug 1: C1=CC(=CC=C1C#N)C(C2=CC=C(C=C2)C#N)N3C=NC=N3. Drug 2: CN(C(=O)NC(C=O)C(C(C(CO)O)O)O)N=O. Cell line: UACC-257. Synergy scores: CSS=-2.65, Synergy_ZIP=1.40, Synergy_Bliss=1.85, Synergy_Loewe=-0.790, Synergy_HSA=-0.587. (4) Drug 1: C1=NC2=C(N=C(N=C2N1C3C(C(C(O3)CO)O)F)Cl)N. Drug 2: CC(C)CN1C=NC2=C1C3=CC=CC=C3N=C2N. Cell line: BT-549. Synergy scores: CSS=32.2, Synergy_ZIP=2.76, Synergy_Bliss=3.93, Synergy_Loewe=-6.14, Synergy_HSA=2.06. (5) Drug 1: CC1=C(C(=CC=C1)Cl)NC(=O)C2=CN=C(S2)NC3=CC(=NC(=N3)C)N4CCN(CC4)CCO. Drug 2: CS(=O)(=O)CCNCC1=CC=C(O1)C2=CC3=C(C=C2)N=CN=C3NC4=CC(=C(C=C4)OCC5=CC(=CC=C5)F)Cl. Cell line: LOX IMVI. Synergy scores: CSS=-2.99, Synergy_ZIP=0.256, Synergy_Bliss=0.00845, Synergy_Loewe=-2.07, Synergy_HSA=-2.74.